From a dataset of Forward reaction prediction with 1.9M reactions from USPTO patents (1976-2016). Predict the product of the given reaction. (1) Given the reactants [CH2:1]([N:4]1[C:9](=[O:10])[CH:8]=[C:7]([CH3:11])[NH:6][C:5]1=[O:12])[CH2:2][CH3:3].OS(O)(=O)=O.[N+:18]([O-])([OH:20])=[O:19], predict the reaction product. The product is: [CH3:11][C:7]1[NH:6][C:5](=[O:12])[N:4]([CH2:1][CH2:2][CH3:3])[C:9](=[O:10])[C:8]=1[N+:18]([O-:20])=[O:19]. (2) Given the reactants Br[C:2]1[CH:7]=[CH:6][C:5]([S:8]([NH:11][C:12]2[CH:17]=[C:16]([N:18]3[CH2:23][C@H:22]([CH3:24])[NH:21][C@H:20]([CH3:25])[CH2:19]3)[CH:15]=[CH:14][C:13]=2[O:26][CH3:27])(=[O:10])=[O:9])=[CH:4][CH:3]=1.C(=O)([O-])[O-].[Na+].[Na+].[CH3:34][C:35]1[O:39][C:38](B(O)O)=[CH:37][CH:36]=1, predict the reaction product. The product is: [CH3:25][C@H:20]1[NH:21][C@@H:22]([CH3:24])[CH2:23][N:18]([C:16]2[CH:15]=[CH:14][C:13]([O:26][CH3:27])=[C:12]([NH:11][S:8]([C:5]3[CH:6]=[CH:7][C:2]([C:38]4[O:39][C:35]([CH3:34])=[CH:36][CH:37]=4)=[CH:3][CH:4]=3)(=[O:10])=[O:9])[CH:17]=2)[CH2:19]1. (3) Given the reactants [C:1]([C:5]1[CH:9]=[C:8]([NH:10][C:11]([NH:13][C@@H:14]2[C:23]3[C:18](=[CH:19][CH:20]=[CH:21][CH:22]=3)[C@H:17]([O:24][C:25]3[CH:26]=[CH:27][C:28]4[N:29]([C:31]([C:34]5[C:39]([Cl:40])=[CH:38][CH:37]=[CH:36][C:35]=5[Cl:41])=[N:32][N:33]=4)[CH:30]=3)[CH2:16][CH2:15]2)=[O:12])[N:7]([CH2:42][CH2:43]OS(C)(=O)=O)[N:6]=1)([CH3:4])([CH3:3])[CH3:2].[CH3:49][NH:50][CH3:51], predict the reaction product. The product is: [C:1]([C:5]1[CH:9]=[C:8]([NH:10][C:11]([NH:13][C@@H:14]2[C:23]3[C:18](=[CH:19][CH:20]=[CH:21][CH:22]=3)[C@H:17]([O:24][C:25]3[CH:26]=[CH:27][C:28]4[N:29]([C:31]([C:34]5[C:39]([Cl:40])=[CH:38][CH:37]=[CH:36][C:35]=5[Cl:41])=[N:32][N:33]=4)[CH:30]=3)[CH2:16][CH2:15]2)=[O:12])[N:7]([CH2:42][CH2:43][N:50]([CH3:51])[CH3:49])[N:6]=1)([CH3:3])([CH3:2])[CH3:4].